From a dataset of Reaction yield outcomes from USPTO patents with 853,638 reactions. Predict the reaction yield, written as a fraction of the theoretical maximum amount of product (1.0 means a 100% yield; for example, 0.34 means a 34% yield). (1) The reactants are P([O-])([O-])([O-])=O.C1C[O:9]CC1.C(#N)C.[N+](C1C=CC(COC(C2N3[C@H](SC=2)C([CH:33]([O:43][C:44](=O)[CH3:45])[C:34]2[CH:42]=[C:41]4[N:36]([CH2:37][S:38][CH2:39][CH2:40]4)[N:35]=2)(Br)C3=O)=O)=CC=1)([O-])=O. The catalyst is [Zn].C(OCC)(=O)C. The product is [CH2:44]([O:43][C:33]([C:34]1[CH:42]=[C:41]2[N:36]([CH2:37][S:38][CH2:39][CH2:40]2)[N:35]=1)=[O:9])[CH3:45]. The yield is 0.405. (2) The reactants are CC1C=C(N2CCN(CCOC3C=CC=CC=3)C2=O)SC=1C(O)=O.[F:25][C:26]1[CH:47]=[CH:46][C:29]([CH2:30][N:31]2[CH2:35][CH2:34][N:33]([C:36]3[S:40][C:39]([C:41](O)=[O:42])=[C:38]([CH3:44])[CH:37]=3)[C:32]2=[O:45])=[CH:28][CH:27]=1.[CH2:48]1[C:56]2[C:51](=[CH:52][CH:53]=[CH:54][CH:55]=2)[CH2:50][CH:49]1[NH2:57]. No catalyst specified. The product is [CH2:48]1[C:56]2[C:51](=[CH:52][CH:53]=[CH:54][CH:55]=2)[CH2:50][CH:49]1[NH:57][C:41]([C:39]1[S:40][C:36]([N:33]2[CH2:34][CH2:35][N:31]([CH2:30][C:29]3[CH:46]=[CH:47][C:26]([F:25])=[CH:27][CH:28]=3)[C:32]2=[O:45])=[CH:37][C:38]=1[CH3:44])=[O:42]. The yield is 0.840. (3) The reactants are O1CCCC1.[H-].[Al+3].[Li+].[H-].[H-].[H-].C([O:14][C:15](=O)[C:16]1[CH:21]=[CH:20][C:19]([CH3:22])=[N:18][C:17]=1[NH2:23])C.[OH-].[Na+]. The catalyst is O. The product is [NH2:23][C:17]1[C:16]([CH2:15][OH:14])=[CH:21][CH:20]=[C:19]([CH3:22])[N:18]=1. The yield is 0.740. (4) The reactants are [Br:1][C:2]1[CH:7]=[CH:6][C:5]([C:8](=NN(C)C)[C:9](=[O:14])[C:10]([F:13])([F:12])[F:11])=[CH:4][CH:3]=1.S(=O)(=O)(O)[OH:20]. No catalyst specified. The product is [Br:1][C:2]1[CH:7]=[CH:6][C:5]([C:8](=[O:20])[C:9](=[O:14])[C:10]([F:13])([F:12])[F:11])=[CH:4][CH:3]=1. The yield is 0.920. (5) The reactants are [CH2:1](Br)[C:2]1[CH:7]=[CH:6][CH:5]=[CH:4][CH:3]=1.[CH:9]([C:11]1[CH:19]=[CH:18][C:14]([C:15]([OH:17])=[O:16])=[CH:13][C:12]=1[OH:20])=[O:10].C(=O)([O-])[O-].[K+].[K+]. The catalyst is CN(C=O)C. The product is [CH2:1]([O:16][C:15](=[O:17])[C:14]1[CH:18]=[CH:19][C:11]([CH:9]=[O:10])=[C:12]([O:20][CH2:1][C:2]2[CH:7]=[CH:6][CH:5]=[CH:4][CH:3]=2)[CH:13]=1)[C:2]1[CH:7]=[CH:6][CH:5]=[CH:4][CH:3]=1. The yield is 0.950. (6) The reactants are [CH:1]#[C:2][CH2:3][NH:4][C@H:5]1[C:9]2[CH:10]=[CH:11][CH:12]=[CH:13][C:8]=2[CH2:7][CH2:6]1.C(OCC)(=O)C.[CH3:20][S:21]([OH:24])(=[O:23])=[O:22]. The catalyst is CO. The product is [CH3:20][S:21]([OH:24])(=[O:23])=[O:22].[CH:1]#[C:2][CH2:3][NH:4][C@H:5]1[C:9]2[CH:10]=[CH:11][CH:12]=[CH:13][C:8]=2[CH2:7][CH2:6]1. The yield is 1.000. (7) The reactants are [NH2:1][C:2]1[N:7]=[CH:6][N:5]=[C:4]2[N:8]([CH:12]([C:14]3[CH:21]=[C:20]([Cl:22])[C:17]([C:18]#[N:19])=[C:16]([CH:23]4[CH2:26][NH:25][CH2:24]4)[C:15]=3[O:27][CH3:28])[CH3:13])[N:9]=[C:10]([CH3:11])[C:3]=12.C(N(CC)CC)C.Br[CH2:37][CH2:38][OH:39]. The catalyst is O1CCCC1. The product is [NH2:1][C:2]1[N:7]=[CH:6][N:5]=[C:4]2[N:8]([CH:12]([C:14]3[CH:21]=[C:20]([Cl:22])[C:17]([C:18]#[N:19])=[C:16]([CH:23]4[CH2:24][N:25]([CH2:37][CH2:38][OH:39])[CH2:26]4)[C:15]=3[O:27][CH3:28])[CH3:13])[N:9]=[C:10]([CH3:11])[C:3]=12. The yield is 0.310.